Predict the product of the given reaction. From a dataset of Forward reaction prediction with 1.9M reactions from USPTO patents (1976-2016). (1) Given the reactants [NH2:1][C@@H:2]([C:5]1[CH:10]=[CH:9][CH:8]=[CH:7][CH:6]=1)[CH2:3][OH:4].CCN(CC)CC.[Cl:18][CH2:19][C:20](Cl)=[O:21], predict the reaction product. The product is: [Cl:18][CH2:19][C:20]([NH:1][C@@H:2]([C:5]1[CH:10]=[CH:9][CH:8]=[CH:7][CH:6]=1)[CH2:3][OH:4])=[O:21]. (2) Given the reactants Br[C:2]1[CH:7]=[C:6]([O:8][CH3:9])[CH:5]=[C:4]([O:10][CH3:11])[CH:3]=1.C([Li])CCC.CON(C)[C:20]([C:22]1[CH:30]=[C:29]2[C:25]([CH:26]=[CH:27][NH:28]2)=[CH:24][CH:23]=1)=[O:21].C(O)(C)C, predict the reaction product. The product is: [CH3:11][O:10][C:4]1[CH:3]=[C:2]([C:20]([C:22]2[CH:30]=[C:29]3[C:25]([CH:26]=[CH:27][NH:28]3)=[CH:24][CH:23]=2)=[O:21])[CH:7]=[C:6]([O:8][CH3:9])[CH:5]=1. (3) Given the reactants [F:1][C:2]1[CH:7]=[CH:6][C:5]([OH:8])=[CH:4][CH:3]=1.[Cl:9]CCl.Cl[C:13]([O:15][CH2:16][CH2:17]Cl)=[O:14], predict the reaction product. The product is: [C:13](=[O:14])([O:8][C:5]1[CH:6]=[CH:7][C:2]([F:1])=[CH:3][CH:4]=1)[O:15][CH:16]([Cl:9])[CH3:17]. (4) Given the reactants [Br:1][C:2]1[CH:7]=[CH:6][C:5]([CH:8]([C:20]2[CH:25]=[CH:24][CH:23]=[CH:22][C:21]=2[CH3:26])[CH2:9][C:10]([C:12]2[C:13]([F:19])=[N:14][CH:15]=[C:16]([CH3:18])[CH:17]=2)=O)=[CH:4][CH:3]=1.Cl.[NH2:28][OH:29].C([O-])(O)=O.[Na+], predict the reaction product. The product is: [Br:1][C:2]1[CH:7]=[CH:6][C:5]([CH:8]([C:20]2[CH:25]=[CH:24][CH:23]=[CH:22][C:21]=2[CH3:26])[CH2:9]/[C:10](/[C:12]2[C:13]([F:19])=[N:14][CH:15]=[C:16]([CH3:18])[CH:17]=2)=[N:28]\[OH:29])=[CH:4][CH:3]=1. (5) Given the reactants [F:1][C:2]1[CH:3]=[C:4]([CH:8]=[CH:9][CH2:10][OH:11])[CH:5]=[CH:6][CH:7]=1.C([O:16]O)(C)(C)C.CCCCCCCCCC, predict the reaction product. The product is: [F:1][C:2]1[CH:3]=[C:4]([CH:8]2[O:16][CH:9]2[CH2:10][OH:11])[CH:5]=[CH:6][CH:7]=1. (6) Given the reactants [Br-].[CH:2]1([Zn+])[CH2:4][CH2:3]1.[Cl:6][C:7]1[CH:12]=[C:11](I)[CH:10]=[C:9]([Cl:14])[N:8]=1, predict the reaction product. The product is: [Cl:6][C:7]1[CH:12]=[C:11]([CH:2]2[CH2:4][CH2:3]2)[CH:10]=[C:9]([Cl:14])[N:8]=1.